Dataset: Reaction yield outcomes from USPTO patents with 853,638 reactions. Task: Predict the reaction yield, written as a fraction of the theoretical maximum amount of product (1.0 means a 100% yield; for example, 0.34 means a 34% yield). (1) The reactants are [CH2:1]([CH:3]([C:6]1[N:11]2[N:12]=[C:13]([CH3:22])[C:14]([C:15]3[S:19][C:18](Cl)=[N:17][C:16]=3[Cl:21])=[C:10]2[N:9]=[C:8]([CH3:23])[CH:7]=1)[CH2:4][CH3:5])[CH3:2].C([O-])([O-])=O.[K+].[K+].[NH:30]1[CH2:35][CH2:34][O:33][CH2:32][CH2:31]1. The catalyst is O. The product is [CH2:1]([CH:3]([C:6]1[N:11]2[N:12]=[C:13]([CH3:22])[C:14]([C:15]3[S:19][C:18]([N:30]4[CH2:35][CH2:34][O:33][CH2:32][CH2:31]4)=[N:17][C:16]=3[Cl:21])=[C:10]2[N:9]=[C:8]([CH3:23])[CH:7]=1)[CH2:4][CH3:5])[CH3:2]. The yield is 0.906. (2) The reactants are [CH3:1][N:2]([S:17]([C:20]1[N:21]([CH3:25])[CH:22]=[CH:23][N:24]=1)(=[O:19])=[O:18])[C:3]1[CH:4]=[CH:5][CH:6]=[C:7]2[C:11]=1[NH:10][C:9]([C:12]([O:14]CC)=[O:13])=[CH:8]2.[OH-].[K+]. The catalyst is O1CCCC1.CO. The product is [CH3:1][N:2]([S:17]([C:20]1[N:21]([CH3:25])[CH:22]=[CH:23][N:24]=1)(=[O:19])=[O:18])[C:3]1[CH:4]=[CH:5][CH:6]=[C:7]2[C:11]=1[NH:10][C:9]([C:12]([OH:14])=[O:13])=[CH:8]2. The yield is 1.00. (3) The reactants are [CH3:1][O:2][C:3]1[C:8]([O:9][CH3:10])=[CH:7][CH:6]=[CH:5][C:4]=1[C:11]1[CH:16]=[CH:15][C:14]([N:17]([CH3:38])[CH2:18][CH2:19][N:20]([C:22]2[CH:23]=[CH:24][C:25]([C:28]3[CH:33]=[CH:32][CH:31]=[C:30]([O:34][CH3:35])[C:29]=3[O:36][CH3:37])=[N:26][CH:27]=2)[CH3:21])=[CH:13][N:12]=1.[CH3:39][S:40]([OH:43])(=[O:42])=[O:41].CO. The catalyst is C(Cl)(Cl)Cl. The product is [CH3:39][S:40]([OH:43])(=[O:42])=[O:41].[CH3:39][S:40]([OH:43])(=[O:42])=[O:41].[CH3:37][O:36][C:29]1[C:30]([O:34][CH3:35])=[CH:31][CH:32]=[CH:33][C:28]=1[C:25]1[CH:24]=[CH:23][C:22]([N:20]([CH3:21])[CH2:19][CH2:18][N:17]([C:14]2[CH:15]=[CH:16][C:11]([C:4]3[CH:5]=[CH:6][CH:7]=[C:8]([O:9][CH3:10])[C:3]=3[O:2][CH3:1])=[N:12][CH:13]=2)[CH3:38])=[CH:27][N:26]=1. The yield is 0.870. (4) The reactants are [F:1][C:2]1[CH:7]=[CH:6][C:5]([C:8]2[CH:13]=[CH:12][CH:11]=[C:10]([F:14])[CH:9]=2)=[CH:4][C:3]=1[CH2:15][NH:16][C:17]1[CH:22]=[CH:21][CH:20]=[C:19]([O:23]C)[CH:18]=1.B(Br)(Br)Br. The catalyst is C(Cl)Cl. The product is [F:1][C:2]1[CH:7]=[CH:6][C:5]([C:8]2[CH:13]=[CH:12][CH:11]=[C:10]([F:14])[CH:9]=2)=[CH:4][C:3]=1[CH2:15][NH:16][C:17]1[CH:18]=[C:19]([OH:23])[CH:20]=[CH:21][CH:22]=1. The yield is 0.940. (5) The reactants are [F:1][C:2]([F:41])([F:40])[C:3]1[CH:4]=[C:5]([C@H:13]([O:16][C@H:17]2[CH2:25][CH2:24][C@H:23]3[C@@H:19]([CH2:20][N:21]([C:26]([O:28][C:29]([CH3:32])([CH3:31])[CH3:30])=[O:27])[CH2:22]3)[C@@H:18]2[C:33]2[CH:38]=[CH:37][CH:36]=[CH:35][C:34]=2[CH3:39])[CH2:14][OH:15])[CH:6]=[C:7]([C:9]([F:12])([F:11])[F:10])[CH:8]=1.[C:42](Cl)(=[O:49])[C:43]1[CH:48]=[CH:47][CH:46]=[CH:45][CH:44]=1. The catalyst is N1C=CC=CC=1. The product is [C:42]([O:15][CH2:14][C@H:13]([C:5]1[CH:4]=[C:3]([C:2]([F:1])([F:40])[F:41])[CH:8]=[C:7]([C:9]([F:10])([F:11])[F:12])[CH:6]=1)[O:16][C@H:17]1[CH2:25][CH2:24][C@H:23]2[C@@H:19]([CH2:20][N:21]([C:26]([O:28][C:29]([CH3:32])([CH3:31])[CH3:30])=[O:27])[CH2:22]2)[C@@H:18]1[C:33]1[CH:38]=[CH:37][CH:36]=[CH:35][C:34]=1[CH3:39])(=[O:49])[C:43]1[CH:48]=[CH:47][CH:46]=[CH:45][CH:44]=1. The yield is 1.02. (6) The reactants are [F:1][C:2]1[CH:3]=[C:4]2[C:8](=[CH:9][CH:10]=1)[NH:7][C:6](=[O:11])[CH2:5]2.C[Si]([N-][Si](C)(C)C)(C)C.[Li+].[Cl:22][C:23]1[N:28]=[CH:27][C:26]2[C:29](=O)[O:30][CH2:31][C:25]=2[C:24]=1[Cl:33].Cl. The catalyst is C1COCC1. The product is [Cl:22][C:23]1[N:28]=[CH:27][C:26]2[C:29](=[C:5]3[C:4]4[C:8](=[CH:9][CH:10]=[C:2]([F:1])[CH:3]=4)[NH:7][C:6]3=[O:11])[O:30][CH2:31][C:25]=2[C:24]=1[Cl:33]. The yield is 0.680. (7) The reactants are O[CH2:2][C:3]1[CH:12]=[N:11][C:10]2[N:9]3[CH2:13][CH2:14][CH2:15][C@H:8]3[C:7](=[O:16])[NH:6][C:5]=2[CH:4]=1.Cl.[F:18][C:19]1[CH:20]=[C:21]([CH:26]=[CH:27][C:28]=1[N:29]1[CH2:34][CH2:33][NH:32][CH2:31][CH2:30]1)[C:22]([NH:24][CH3:25])=[O:23].[I-].C(C[P+](C)(C)C)#N.C(N(CC)C(C)C)(C)C. The catalyst is C(#N)CC. The product is [F:18][C:19]1[CH:20]=[C:21]([CH:26]=[CH:27][C:28]=1[N:29]1[CH2:30][CH2:31][N:32]([CH2:2][C:3]2[CH:12]=[N:11][C:10]3[N:9]4[CH2:13][CH2:14][CH2:15][C@H:8]4[C:7](=[O:16])[NH:6][C:5]=3[CH:4]=2)[CH2:33][CH2:34]1)[C:22]([NH:24][CH3:25])=[O:23]. The yield is 0.642.